This data is from Forward reaction prediction with 1.9M reactions from USPTO patents (1976-2016). The task is: Predict the product of the given reaction. The product is: [C:1]([N:8]1[CH2:12][CH2:11][C@H:10]([N:13]([CH:21]2[CH2:26][CH2:25][C:24]([CH3:28])([CH3:27])[CH2:23][CH2:22]2)[C:14](=[O:20])[C:15]([CH3:19])([CH3:18])[CH2:16][O:17][S:30]([CH3:29])(=[O:32])=[O:31])[CH2:9]1)([O:3][C:4]([CH3:5])([CH3:6])[CH3:7])=[O:2]. Given the reactants [C:1]([N:8]1[CH2:12][CH2:11][C@H:10]([N:13]([CH:21]2[CH2:26][CH2:25][C:24]([CH3:28])([CH3:27])[CH2:23][CH2:22]2)[C:14](=[O:20])[C:15]([CH3:19])([CH3:18])[CH2:16][OH:17])[CH2:9]1)([O:3][C:4]([CH3:7])([CH3:6])[CH3:5])=[O:2].[CH3:29][S:30](Cl)(=[O:32])=[O:31], predict the reaction product.